This data is from Full USPTO retrosynthesis dataset with 1.9M reactions from patents (1976-2016). The task is: Predict the reactants needed to synthesize the given product. (1) Given the product [CH2:1]([N:5]1[C:18](=[O:24])[C:19](=[C:46]2[S:48][CH2:39][CH2:38][CH2:36][S:47]2)[C:20](=[O:22])[N:13]([CH:8]2[CH2:12][CH2:11][CH2:10][CH2:9]2)[C:6]1=[O:7])[CH2:2][CH2:3][CH3:4], predict the reactants needed to synthesize it. The reactants are: [CH2:1]([N:5]=[C:6]=[O:7])[CH2:2][CH2:3][CH3:4].[CH:8]1([NH2:13])[CH2:12][CH2:11][CH2:10][CH2:9]1.NC(N)=O.[C:18]([OH:24])(=O)[CH2:19][C:20]([OH:22])=O.C(OC(=O)C)(=O)C.N1[C:39](=O)[CH2:38][C:36](=O)NC1=O.BrCCCBr.[C:46](=[S:48])=[S:47]. (2) Given the product [I:38][C:2]1[CH:28]=[CH:27][CH:26]=[CH:25][C:3]=1[C:4]([C:6]1[C:15](=[O:16])[C:14]2[C:9](=[CH:10][CH:11]=[CH:12][CH:13]=2)[N:8]([CH2:17][C:18]2[CH:23]=[CH:22][CH:21]=[C:20]([CH3:24])[N:19]=2)[CH:7]=1)=[O:5], predict the reactants needed to synthesize it. The reactants are: Br[C:2]1[CH:28]=[CH:27][CH:26]=[CH:25][C:3]=1[C:4]([C:6]1[C:15](=[O:16])[C:14]2[C:9](=[CH:10][CH:11]=[CH:12][CH:13]=2)[N:8]([CH2:17][C:18]2[CH:23]=[CH:22][CH:21]=[C:20]([CH3:24])[N:19]=2)[CH:7]=1)=[O:5].O[C@H]1CCCC[C@@H]1NC.[I-:38].[Na+]. (3) Given the product [O:7]1[C@:3]([C:8]2[CH:13]=[CH:12][C:11]([F:14])=[CH:10][C:9]=2[F:15])([C@@H:4]([OH:6])[CH3:5])[CH2:2]1, predict the reactants needed to synthesize it. The reactants are: Cl[CH2:2][C@:3]([C:8]1[CH:13]=[CH:12][C:11]([F:14])=[CH:10][C:9]=1[F:15])([OH:7])[C@@H:4]([OH:6])[CH3:5].C[O-].[Na+].O.C(OCC)(=O)C. (4) Given the product [C:1]([O:5][C:6](=[O:31])[CH:7]=[CH:8][C:9]1[CH:14]=[CH:13][C:12]([O:15][CH2:16][CH2:17][C:18]2[N:19]=[C:20]([C:23]3[CH:24]=[CH:25][CH:26]=[CH:27][CH:28]=3)[O:21][C:22]=2[CH3:32])=[CH:11][C:10]=1[CH:29]=[O:30])([CH3:4])([CH3:2])[CH3:3], predict the reactants needed to synthesize it. The reactants are: [C:1]([O:5][C:6](=[O:31])[CH2:7][CH2:8][C:9]1[CH:14]=[CH:13][C:12]([O:15][CH2:16][CH2:17][C:18]2[N:19]=[C:20]([C:23]3[CH:28]=[CH:27][CH:26]=[CH:25][CH:24]=3)[O:21][CH:22]=2)=[CH:11][C:10]=1[CH2:29][OH:30])([CH3:4])([CH3:3])[CH3:2].[CH:32]1(N=C=O)CCCC1.Cl.CCOCC. (5) Given the product [N:7]1([Si:2]2([N:7]3[CH2:11][CH2:10][CH2:9][CH2:8]3)[CH2:5][CH2:4][CH2:3]2)[CH2:11][CH2:10][CH2:9][CH2:8]1, predict the reactants needed to synthesize it. The reactants are: Cl[Si:2]1(Cl)[CH2:5][CH2:4][CH2:3]1.[NH:7]1[CH2:11][CH2:10][CH2:9][CH2:8]1.